The task is: Predict which catalyst facilitates the given reaction.. This data is from Catalyst prediction with 721,799 reactions and 888 catalyst types from USPTO. (1) Reactant: C12CC(C1)C2[C:6]([OH:8])=[O:7].CC[N:11](C(C)C)C(C)C.P(N=[N+]=[N-])(=O)(O[C:27]1[CH:32]=[CH:31][CH:30]=[CH:29]C=1)O[C:31]1[CH:32]=[CH:27]C=[CH:29][CH:30]=1.[C:37]1([CH3:43])[CH:42]=CC=C[CH:38]=1. Product: [CH:30]12[CH2:29][CH:32]([CH2:31]1)[CH:27]2[NH:11][C:6](=[O:7])[O:8][C:37]([CH3:43])([CH3:42])[CH3:38]. The catalyst class is: 218. (2) Reactant: [Cl:1][C:2]1[C:7]([CH3:8])=[CH:6][C:5]([N+:9]([O-:11])=[O:10])=[C:4](Cl)[N:3]=1.[NH3:13].C(=O)([O-])[O-].[K+].[K+]. Product: [Cl:1][C:2]1[N:3]=[C:4]([NH2:13])[C:5]([N+:9]([O-:11])=[O:10])=[CH:6][C:7]=1[CH3:8]. The catalyst class is: 107. (3) Reactant: [O:1]1[CH2:6][CH2:5][N:4]([CH2:7][CH2:8][N:9]([C:14]2[CH:15]=[C:16]([CH:20]=[CH:21][C:22]=2[O:23][C:24]([F:27])([F:26])[F:25])[C:17]([OH:19])=[O:18])[S:10]([CH3:13])(=[O:12])=[O:11])[CH2:3][CH2:2]1.[Cl:28][C:29]1[CH:30]=[N+:31]([O-:54])[CH:32]=[C:33]([Cl:53])[C:34]=1[CH2:35][C@@H:36]([C:38]1[CH:43]=[CH:42][C:41]([O:44][CH:45]([F:47])[F:46])=[C:40]([O:48][CH2:49][CH:50]2[CH2:52][CH2:51]2)[CH:39]=1)O.C(Cl)CCl.Cl. Product: [Cl:28][C:29]1[CH:30]=[N+:31]([O-:54])[CH:32]=[C:33]([Cl:53])[C:34]=1[CH2:35][C@@H:36]([C:38]1[CH:43]=[CH:42][C:41]([O:44][CH:45]([F:47])[F:46])=[C:40]([O:48][CH2:49][CH:50]2[CH2:52][CH2:51]2)[CH:39]=1)[O:18][C:17](=[O:19])[C:16]1[CH:20]=[CH:21][C:22]([O:23][C:24]([F:26])([F:25])[F:27])=[C:14]([N:9]([CH2:8][CH2:7][N:4]2[CH2:3][CH2:2][O:1][CH2:6][CH2:5]2)[S:10]([CH3:13])(=[O:11])=[O:12])[CH:15]=1. The catalyst class is: 79.